Dataset: Forward reaction prediction with 1.9M reactions from USPTO patents (1976-2016). Task: Predict the product of the given reaction. (1) Given the reactants Cl.[C:2]([CH2:4][C:5]1([N:16]2[CH:20]=[C:19]([C:21]3[CH:26]=[N:25][N:24]4[C:27]([C:30]5[CH:35]=[CH:34][CH:33]=[C:32]([NH:36][C:37]([NH:39][CH2:40][C:41]([F:44])([F:43])[F:42])=[O:38])[CH:31]=5)=[CH:28][N:29]=[C:23]4[CH:22]=3)[CH:18]=[N:17]2)[CH2:8][N:7](C(OC(C)(C)C)=O)[CH2:6]1)#[N:3].C([O-])([O-])=O.[Na+].[Na+], predict the reaction product. The product is: [C:2]([CH2:4][C:5]1([N:16]2[CH:20]=[C:19]([C:21]3[CH:26]=[N:25][N:24]4[C:27]([C:30]5[CH:31]=[C:32]([NH:36][C:37]([NH:39][CH2:40][C:41]([F:43])([F:44])[F:42])=[O:38])[CH:33]=[CH:34][CH:35]=5)=[CH:28][N:29]=[C:23]4[CH:22]=3)[CH:18]=[N:17]2)[CH2:6][NH:7][CH2:8]1)#[N:3]. (2) Given the reactants [OH:1][C:2]1[CH:3]=[C:4]([NH:8][C:9]2[CH:21]=[C:20]([CH2:22][CH2:23][C:24]3[CH:29]=[CH:28][CH:27]=[C:26]([O:30][CH3:31])[CH:25]=3)[CH:19]=[CH:18][C:10]=2[C:11]([O:13]C(C)(C)C)=[O:12])[CH:5]=[CH:6][CH:7]=1, predict the reaction product. The product is: [OH:1][C:2]1[CH:3]=[C:4]([NH:8][C:9]2[CH:21]=[C:20]([CH2:22][CH2:23][C:24]3[CH:29]=[CH:28][CH:27]=[C:26]([O:30][CH3:31])[CH:25]=3)[CH:19]=[CH:18][C:10]=2[C:11]([OH:13])=[O:12])[CH:5]=[CH:6][CH:7]=1. (3) Given the reactants [Cl:1][C:2]1[CH:7]=[CH:6][N:5]([CH:8]([CH:10]([CH3:12])[CH3:11])[CH3:9])[C:4](=[O:13])[C:3]=1[C:14]#[N:15].[Br:16]N1C(=O)CCC1=O.O, predict the reaction product. The product is: [Br:16][C:7]1[C:2]([Cl:1])=[C:3]([C:14]#[N:15])[C:4](=[O:13])[N:5]([CH:8]([CH:10]([CH3:11])[CH3:12])[CH3:9])[CH:6]=1. (4) Given the reactants [C:1]([C:3]1[CH:8]=[CH:7][C:6]([CH2:9][CH2:10][C:11]([O:13][CH3:14])=[O:12])=[CH:5][CH:4]=1)#[CH:2].[Cl:15][C:16]1[CH:21]=[C:20](I)[CH:19]=[CH:18][N:17]=1, predict the reaction product. The product is: [Cl:15][C:16]1[CH:21]=[C:20]([C:2]#[C:1][C:3]2[CH:8]=[CH:7][C:6]([CH2:9][CH2:10][C:11]([O:13][CH3:14])=[O:12])=[CH:5][CH:4]=2)[CH:19]=[CH:18][N:17]=1. (5) Given the reactants [C:1]([C:3]1[CH:4]=[C:5]2[C:10]([S:11][CH2:12][CH3:13])=[C:9]([C:14]([NH2:16])=[O:15])[CH:8]=[N:7][N:6]2[CH:17]=1)#[N:2].[N:18]([Sn](CCCC)(CCCC)CCCC)=[N+:19]=[N-:20], predict the reaction product. The product is: [CH2:12]([S:11][C:10]1[C:5]2[N:6]([CH:17]=[C:3]([C:1]3[NH:20][N:19]=[N:18][N:2]=3)[CH:4]=2)[N:7]=[CH:8][C:9]=1[C:14]([NH2:16])=[O:15])[CH3:13].